From a dataset of Forward reaction prediction with 1.9M reactions from USPTO patents (1976-2016). Predict the product of the given reaction. (1) Given the reactants [F:1][C:2]([F:13])([F:12])[CH:3]1[CH2:8][CH2:7][CH2:6][CH2:5][CH:4]1[C:9]([OH:11])=[O:10].[CH:14](OC)(OC)OC.CC1C=CC(S(O)(=O)=O)=CC=1, predict the reaction product. The product is: [F:1][C:2]([F:12])([F:13])[C@@H:3]1[CH2:8][CH2:7][CH2:6][CH2:5][C@H:4]1[C:9]([O:11][CH3:14])=[O:10]. (2) Given the reactants [C:1]([O:5][C:6]([N:8]1[CH2:13][CH2:12][CH2:11][CH2:10][C@H:9]1[C:14](O)=[O:15])=[O:7])([CH3:4])([CH3:3])[CH3:2].B.O1CCCC1.O, predict the reaction product. The product is: [C:1]([O:5][C:6]([N:8]1[CH2:13][CH2:12][CH2:11][CH2:10][C@H:9]1[CH2:14][OH:15])=[O:7])([CH3:4])([CH3:3])[CH3:2]. (3) Given the reactants [Br:1][C:2]1[CH:3]=[CH:4][C:5]2[O:6][C:7]([CH3:14])([CH3:13])[C:8](=O)[NH:9][C:10]=2[N:11]=1.S(C)C, predict the reaction product. The product is: [Br:1][C:2]1[CH:3]=[CH:4][C:5]2[O:6][C:7]([CH3:14])([CH3:13])[CH2:8][NH:9][C:10]=2[N:11]=1. (4) Given the reactants [CH2:1]([O:3][C@H:4]([C:17]([O:19][CH2:20][CH3:21])=[O:18])[CH2:5][C:6]1[CH:16]=[CH:15][C:9]([O:10][CH2:11][C:12]([OH:14])=O)=[CH:8][CH:7]=1)[CH3:2].[CH2:22]([NH:29][CH2:30][CH3:31])[C:23]1[CH:28]=[CH:27][CH:26]=[CH:25][CH:24]=1.C(N(CC)C(C)C)(C)C.F[B-](F)(F)F.N1(OC(N(C)C)=[N+](C)C)C2C=CC=CC=2N=N1, predict the reaction product. The product is: [CH2:22]([N:29]([CH2:30][CH3:31])[C:12](=[O:14])[CH2:11][O:10][C:9]1[CH:8]=[CH:7][C:6]([CH2:5][C@H:4]([O:3][CH2:1][CH3:2])[C:17]([O:19][CH2:20][CH3:21])=[O:18])=[CH:16][CH:15]=1)[C:23]1[CH:28]=[CH:27][CH:26]=[CH:25][CH:24]=1. (5) Given the reactants [Cl:1][C:2]1[CH:3]=[C:4]([C:9](=[N:21]O)[CH2:10][C:11]2[CH:16]=[CH:15][C:14]([C:17]([F:20])([F:19])[F:18])=[CH:13][N:12]=2)[CH:5]=[C:6]([Cl:8])[CH:7]=1.C(OC(C(F)(F)F)=O)(C(F)(F)F)=O.C(N(CC)CC)C.O, predict the reaction product. The product is: [Cl:1][C:2]1[CH:3]=[C:4]([C:9]2[CH:10]=[C:11]3[CH:16]=[CH:15][C:14]([C:17]([F:20])([F:19])[F:18])=[CH:13][N:12]3[N:21]=2)[CH:5]=[C:6]([Cl:8])[CH:7]=1. (6) The product is: [Cl:14][C:15]1[C:16]([C:12]#[N:13])=[C:17]([Cl:50])[C:18]2[N:19]([CH:21]=[CH:22][N:23]=2)[N:20]=1. Given the reactants O=C1NN2C=CN=C2C(=O)C1[C:12]#[N:13].[Cl:14][C:15]1[CH:16]=[C:17](N(CC2C=CC(OC)=CC=2)C2C=CC=CC=2)[C:18]2[N:19]([C:21](C=CC3C=CN=CC=3)=[CH:22][N:23]=2)[N:20]=1.O=P(Cl)(Cl)[Cl:50], predict the reaction product. (7) Given the reactants [C:1](=[N:4][OH:5])([NH2:3])[CH3:2].[Cl:6][C:7]([Cl:18])([Cl:17])[C:8](O[C:8](=O)[C:7]([Cl:18])([Cl:17])[Cl:6])=O, predict the reaction product. The product is: [CH3:2][C:1]1[N:3]=[C:8]([C:7]([Cl:18])([Cl:17])[Cl:6])[O:5][N:4]=1.